Dataset: Full USPTO retrosynthesis dataset with 1.9M reactions from patents (1976-2016). Task: Predict the reactants needed to synthesize the given product. (1) Given the product [CH2:1]([C@@:4]1([CH3:41])[CH2:9][C@H:8]([C:10]2[CH:15]=[CH:14][CH:13]=[C:12]([Cl:16])[CH:11]=2)[C@@H:7]([C:17]2[CH:18]=[CH:19][C:20]([Cl:23])=[CH:21][CH:22]=2)[N:6]([C@H:24]([CH:27]([OH:39])[CH2:28][CH2:29][CH2:30][OH:31])[CH2:25][CH3:26])[C:5]1=[O:40])[CH:2]=[CH2:3], predict the reactants needed to synthesize it. The reactants are: [CH2:1]([C@@:4]1([CH3:41])[CH2:9][C@H:8]([C:10]2[CH:15]=[CH:14][CH:13]=[C:12]([Cl:16])[CH:11]=2)[C@@H:7]([C:17]2[CH:22]=[CH:21][C:20]([Cl:23])=[CH:19][CH:18]=2)[N:6]([C@H:24]([CH:27]([OH:39])[CH2:28][CH2:29][CH2:30][O:31][Si](C(C)(C)C)(C)C)[CH2:25][CH3:26])[C:5]1=[O:40])[CH:2]=[CH2:3].[F-].C([N+](CCCC)(CCCC)CCCC)CCC. (2) Given the product [ClH:1].[CH2:2]([O:9][C:10]1[CH:15]=[CH:14][N:13]([C:16]2[CH:17]=[CH:18][C:19]3[C:20]4[CH2:30][N:29]([CH3:31])[CH2:28][CH2:27][CH2:26][C:21]=4[N:22]([CH3:25])[C:23]=3[CH:24]=2)[C:12](=[O:32])[CH:11]=1)[C:3]1[CH:4]=[CH:5][CH:6]=[CH:7][CH:8]=1, predict the reactants needed to synthesize it. The reactants are: [ClH:1].[CH2:2]([O:9][C:10]1[CH:15]=[CH:14][N:13]([C:16]2[CH:17]=[CH:18][C:19]3[C:20]4[CH2:30][N:29]([CH3:31])[CH2:28][CH2:27][CH2:26][C:21]=4[N:22]([CH3:25])[C:23]=3[CH:24]=2)[C:12](=[O:32])[CH:11]=1)[C:3]1[CH:8]=[CH:7][CH:6]=[CH:5][CH:4]=1. (3) The reactants are: [CH2:1]([C:3]1[CH:19]=[CH:18][C:6]([CH2:7][NH:8][C:9]2[CH:17]=[CH:16][C:12]3[N:13]=[CH:14][NH:15][C:11]=3[CH:10]=2)=[CH:5][CH:4]=1)[CH3:2].[Cl:20][C:21]1[CH:31]=[CH:30][C:24]2[S:25][CH:26]=[C:27]([CH2:28]Br)[C:23]=2[CH:22]=1.C([O-])([O-])=O.[K+].[K+]. Given the product [CH2:1]([C:3]1[CH:19]=[CH:18][C:6]([CH2:7][N:8]([CH2:28][C:27]2[C:23]3[CH:22]=[C:21]([Cl:20])[CH:31]=[CH:30][C:24]=3[S:25][CH:26]=2)[C:9]2[CH:17]=[CH:16][C:12]3[NH:13][CH:14]=[N:15][C:11]=3[CH:10]=2)=[CH:5][CH:4]=1)[CH3:2], predict the reactants needed to synthesize it.